This data is from Reaction yield outcomes from USPTO patents with 853,638 reactions. The task is: Predict the reaction yield, written as a fraction of the theoretical maximum amount of product (1.0 means a 100% yield; for example, 0.34 means a 34% yield). (1) The reactants are Br[C:2]1[CH:11]=[CH:10][CH:9]=[C:8]2[C:3]=1[CH2:4][CH2:5][N:6]([C:12]([O:14][C:15]([CH3:18])([CH3:17])[CH3:16])=[O:13])[CH2:7]2.C([Sn](CCCC)(CCCC)[C:24]1[CH:29]=[CH:28][CH:27]=[CH:26][N:25]=1)CCC. The catalyst is O1CCOCC1.C1C=CC([P]([Pd]([P](C2C=CC=CC=2)(C2C=CC=CC=2)C2C=CC=CC=2)([P](C2C=CC=CC=2)(C2C=CC=CC=2)C2C=CC=CC=2)[P](C2C=CC=CC=2)(C2C=CC=CC=2)C2C=CC=CC=2)(C2C=CC=CC=2)C2C=CC=CC=2)=CC=1. The product is [N:25]1[CH:26]=[CH:27][CH:28]=[CH:29][C:24]=1[C:2]1[CH:11]=[CH:10][CH:9]=[C:8]2[C:3]=1[CH2:4][CH2:5][N:6]([C:12]([O:14][C:15]([CH3:18])([CH3:17])[CH3:16])=[O:13])[CH2:7]2. The yield is 0.910. (2) The reactants are [NH2:1][CH2:2][CH2:3][C@H:4]([N:6]1[CH2:11][CH2:10][CH:9]([N:12]([C:21]2[CH:26]=[CH:25][C:24]([O:27][CH2:28][CH3:29])=[CH:23][CH:22]=2)[CH2:13][C:14]2[CH:15]=[N:16][CH:17]=[CH:18][C:19]=2[CH3:20])[CH2:8][CH2:7]1)[CH3:5].CCN=C=NCCCN(C)C.C1C=CC2N(O)N=NC=2C=1.[Cl:51][C:52]1[N:60]=[CH:59][CH:58]=[C:57]([CH3:61])[C:53]=1[C:54](O)=[O:55].CCN(C(C)C)C(C)C. The catalyst is CN(C=O)C. The product is [Cl:51][C:52]1[N:60]=[CH:59][CH:58]=[C:57]([CH3:61])[C:53]=1[C:54]([NH:1][CH2:2][CH2:3][C@H:4]([N:6]1[CH2:11][CH2:10][CH:9]([N:12]([C:21]2[CH:26]=[CH:25][C:24]([O:27][CH2:28][CH3:29])=[CH:23][CH:22]=2)[CH2:13][C:14]2[CH:15]=[N:16][CH:17]=[CH:18][C:19]=2[CH3:20])[CH2:8][CH2:7]1)[CH3:5])=[O:55]. The yield is 0.610. (3) The reactants are [Cl:1][C:2]1[CH:3]=[C:4]([C:28]([O:30]C)=[O:29])[CH:5]=[N:6][C:7]=1[CH2:8][NH:9][C:10]([NH:12][CH:13]1[C:19]2[CH:20]=[CH:21][CH:22]=[CH:23][C:18]=2[CH2:17][CH2:16][C:15]2[CH:24]=[CH:25][CH:26]=[CH:27][C:14]1=2)=[O:11].[OH-].[Na+]. The catalyst is CO.C1COCC1.O. The product is [Cl:1][C:2]1[CH:3]=[C:4]([C:28]([OH:30])=[O:29])[CH:5]=[N:6][C:7]=1[CH2:8][NH:9][C:10]([NH:12][CH:13]1[C:14]2[CH:27]=[CH:26][CH:25]=[CH:24][C:15]=2[CH2:16][CH2:17][C:18]2[CH:23]=[CH:22][CH:21]=[CH:20][C:19]1=2)=[O:11]. The yield is 0.970. (4) The reactants are [F:1][C:2]([F:34])([F:33])[C:3]1[CH:8]=[CH:7][C:6](/[CH:9]=[CH:10]/[C:11]2[O:12][CH:13]=[C:14]([CH2:16][O:17][C:18]3[CH:23]=[CH:22][C:21]([CH2:24][CH2:25][CH2:26][CH2:27][N:28]4[CH:32]=[CH:31][N:30]=[N:29]4)=[CH:20][CH:19]=3)[N:15]=2)=[CH:5][CH:4]=1.[CH3:35][S:36]([OH:39])(=[O:38])=[O:37]. The catalyst is C(OCC)(=O)C.O1CCCC1. The product is [CH3:35][S:36]([OH:39])(=[O:38])=[O:37].[F:34][C:2]([F:1])([F:33])[C:3]1[CH:4]=[CH:5][C:6](/[CH:9]=[CH:10]/[C:11]2[O:12][CH:13]=[C:14]([CH2:16][O:17][C:18]3[CH:23]=[CH:22][C:21]([CH2:24][CH2:25][CH2:26][CH2:27][N:28]4[CH:32]=[CH:31][N:30]=[N:29]4)=[CH:20][CH:19]=3)[N:15]=2)=[CH:7][CH:8]=1. The yield is 0.980. (5) The reactants are [NH:1]1[C:9]2[C:4](=[CH:5][CH:6]=[CH:7][C:8]=2[C:10]([OH:12])=O)[CH:3]=[CH:2]1.CN(C(ON1N=NC2C=CC=CC1=2)=[N+](C)C)C.[B-](F)(F)(F)F.C(N(CC)C(C)C)(C)C.[C:44]([C:48]1[CH:68]=[CH:67][C:51]([CH2:52][NH:53][CH2:54][CH2:55][C:56]2[CH:61]=[CH:60][C:59]([F:62])=[C:58]([C:63]([F:66])([F:65])[F:64])[CH:57]=2)=[CH:50][CH:49]=1)([CH3:47])([CH3:46])[CH3:45]. The catalyst is CN(C=O)C.O. The product is [C:44]([C:48]1[CH:68]=[CH:67][C:51]([CH2:52][N:53]([CH2:54][CH2:55][C:56]2[CH:61]=[CH:60][C:59]([F:62])=[C:58]([C:63]([F:65])([F:66])[F:64])[CH:57]=2)[C:10]([C:8]2[CH:7]=[CH:6][CH:5]=[C:4]3[C:9]=2[NH:1][CH:2]=[CH:3]3)=[O:12])=[CH:50][CH:49]=1)([CH3:47])([CH3:45])[CH3:46]. The yield is 0.720. (6) The reactants are [Si:1]([O:8][CH2:9][C:10]1[N:11]([CH3:36])[C:12]2[C:17]([CH:18]=1)=[CH:16][C:15]1[C:19](=[N:24][CH2:25][C:26]3[CH:31]=[CH:30][C:29]([O:32][CH3:33])=[CH:28][C:27]=3[O:34][CH3:35])[CH2:20][CH2:21][CH2:22][CH2:23][C:14]=1[CH:13]=2)([C:4]([CH3:7])([CH3:6])[CH3:5])([CH3:3])[CH3:2].[CH:37]([C:46](OC)=[O:47])([C:42](OC)=[O:43])[C:38]([O:40][CH3:41])=[O:39]. The catalyst is O(C1C=CC=CC=1)C1C=CC=CC=1. The product is [Si:1]([O:8][CH2:9][C:10]1[N:11]([CH3:36])[C:12]2[CH:13]=[C:14]3[CH2:23][CH2:22][CH2:21][C:20]4[C:46]([OH:47])=[C:37]([C:38]([O:40][CH3:41])=[O:39])[C:42](=[O:43])[N:24]([CH2:25][C:26]5[CH:31]=[CH:30][C:29]([O:32][CH3:33])=[CH:28][C:27]=5[O:34][CH3:35])[C:19]=4[C:15]3=[CH:16][C:17]=2[CH:18]=1)([C:4]([CH3:7])([CH3:6])[CH3:5])([CH3:3])[CH3:2]. The yield is 0.560.